From a dataset of Catalyst prediction with 721,799 reactions and 888 catalyst types from USPTO. Predict which catalyst facilitates the given reaction. Reactant: [Br:1][C:2]1[CH:3]=[CH:4][C:5]([F:9])=[C:6]([OH:8])[CH:7]=1.Cl[CH2:11][O:12][CH3:13].C([O-])([O-])=O.[K+].[K+]. The catalyst class is: 21. Product: [Br:1][C:2]1[CH:3]=[CH:4][C:5]([F:9])=[C:6]([O:8][CH2:11][O:12][CH3:13])[CH:7]=1.